Dataset: Full USPTO retrosynthesis dataset with 1.9M reactions from patents (1976-2016). Task: Predict the reactants needed to synthesize the given product. The reactants are: O=[S:2](Cl)Cl.[NH2:5][C:6]1[C:11]([NH2:12])=[CH:10][CH:9]=[CH:8][C:7]=1[CH3:13]. Given the product [CH3:13][C:7]1[C:6]2[C:11](=[N:12][S:2][N:5]=2)[CH:10]=[CH:9][CH:8]=1, predict the reactants needed to synthesize it.